Dataset: Forward reaction prediction with 1.9M reactions from USPTO patents (1976-2016). Task: Predict the product of the given reaction. Given the reactants [F:1][C:2]([F:16])([O:6][C:7]1[CH:8]=[C:9]([C:13](=[O:15])[CH3:14])[CH:10]=[CH:11][CH:12]=1)[CH:3]([F:5])[F:4].C(O)(=O)C.[Br:21]Br, predict the reaction product. The product is: [Br:21][CH2:14][C:13]([C:9]1[CH:10]=[CH:11][CH:12]=[C:7]([O:6][C:2]([F:16])([F:1])[CH:3]([F:4])[F:5])[CH:8]=1)=[O:15].